This data is from Full USPTO retrosynthesis dataset with 1.9M reactions from patents (1976-2016). The task is: Predict the reactants needed to synthesize the given product. (1) Given the product [Br-:1].[CH:31]1([C:27]([OH:37])([C:21]2[CH:26]=[CH:25][CH:24]=[CH:23][CH:22]=2)[C:28]([O:30][CH:4]2[CH2:3][CH2:7][CH2:6][N+:5]2([CH3:18])[CH:8]([C:9]2[CH:14]=[N:15][CH:16]=[CH:11][N:10]=2)[C:43](=[O:44])[NH2:40])=[O:29])[CH2:32][CH2:33][CH2:34][CH2:35][CH2:36]1, predict the reactants needed to synthesize it. The reactants are: [Br-:1].O[CH:3]1[CH2:7][CH2:6][N@@+:5]([CH3:18])([CH2:8][C:9](=O)[NH:10][C:11]2[CH:16]=[N:15][CH:14]=CN=2)[CH2:4]1.[H-].[Na+].[CH:21]1([C:27]([OH:37])([C:31]2[CH:36]=[CH:35][CH:34]=[CH:33][CH:32]=2)[C:28]([OH:30])=[O:29])[CH2:26][CH2:25][CH2:24][CH2:23][CH2:22]1.C1N=C[N:40]([C:43](N2C=NC=C2)=[O:44])C=1.[Na].[Br-].O[C@@H]1CC[N+](C)(CC(=O)NC2C=NC=CN=2)C1. (2) Given the product [OH:28][C@H:26]([CH3:27])[C@@H:13]([NH:12][C:6]1[C:7]2[CH:11]=[CH:10][S:9][C:8]=2[C:3]([C:1]#[N:2])=[CH:4][CH:5]=1)[C:14]1[O:15][C:18]([C:19]2[CH:20]=[CH:21][CH:22]=[CH:23][CH:24]=2)=[N:17][N:16]=1, predict the reactants needed to synthesize it. The reactants are: [C:1]([C:3]1[C:8]2[S:9][CH:10]=[CH:11][C:7]=2[C:6]([NH:12][C@H:13]([C@H:26]([OH:28])[CH3:27])[C:14]([NH:16][NH:17][C:18](=O)[C:19]2[CH:24]=[CH:23][CH:22]=[CH:21][CH:20]=2)=[O:15])=[CH:5][CH:4]=1)#[N:2].CCN(P1(N(C)CCCN1C)=NC(C)(C)C)CC.CO.